From a dataset of Catalyst prediction with 721,799 reactions and 888 catalyst types from USPTO. Predict which catalyst facilitates the given reaction. (1) Reactant: [CH3:1][O:2][C:3]1[C:4]([S:15]([C:18]2[CH:23]=[CH:22][C:21]([CH2:24][OH:25])=[CH:20][CH:19]=2)(=[O:17])=[O:16])=[CH:5][C:6]2[CH2:12][CH2:11][N:10]([CH3:13])[CH2:9][CH2:8][C:7]=2[CH:14]=1.[Cl:26][C:27]1[CH:32]=[CH:31][C:30](O)=[CH:29][CH:28]=1.C1(P(C2C=CC=CC=2)C2C=CC=CC=2)C=CC=CC=1.N(C(OC(C)C)=O)=NC(OC(C)C)=O. Product: [ClH:26].[Cl:26][C:27]1[CH:32]=[CH:31][C:30]([O:25][CH2:24][C:21]2[CH:20]=[CH:19][C:18]([S:15]([C:4]3[C:3]([O:2][CH3:1])=[CH:14][C:7]4[CH2:8][CH2:9][N:10]([CH3:13])[CH2:11][CH2:12][C:6]=4[CH:5]=3)(=[O:17])=[O:16])=[CH:23][CH:22]=2)=[CH:29][CH:28]=1. The catalyst class is: 7. (2) Product: [Cl:26][CH2:27][C:28]([NH:1][C@H:2]([C:4]([NH:6][CH:7]1[N:13]=[C:12]([C:14]2[CH:19]=[CH:18][CH:17]=[CH:16][CH:15]=2)[C:11]2[CH:20]=[CH:21][CH:22]=[CH:23][C:10]=2[N:9]([CH3:24])[C:8]1=[O:25])=[O:5])[CH3:3])=[O:29]. The catalyst class is: 2. Reactant: [NH2:1][C@H:2]([C:4]([NH:6][CH:7]1[N:13]=[C:12]([C:14]2[CH:19]=[CH:18][CH:17]=[CH:16][CH:15]=2)[C:11]2[CH:20]=[CH:21][CH:22]=[CH:23][C:10]=2[N:9]([CH3:24])[C:8]1=[O:25])=[O:5])[CH3:3].[Cl:26][CH2:27][C:28](Cl)=[O:29]. (3) Reactant: [Cl:1][C:2]1[CH:32]=[CH:31][C:5]([CH2:6][N:7]2[C:15]3[C:14](=[O:16])[NH:13][C:12](=[O:17])[N:11]([CH3:18])[C:10]=3[N:9]=[C:8]2[O:19][C:20]2[CH:25]=[CH:24][CH:23]=[C:22]([O:26][C:27]([F:30])([F:29])[F:28])[CH:21]=2)=[CH:4][CH:3]=1.Br[CH2:34][C:35]([O:37][C:38]([CH3:41])([CH3:40])[CH3:39])=[O:36].C(=O)([O-])[O-].[K+].[K+]. Product: [C:38]([O:37][C:35](=[O:36])[CH2:34][N:13]1[C:14](=[O:16])[C:15]2[N:7]([CH2:6][C:5]3[CH:4]=[CH:3][C:2]([Cl:1])=[CH:32][CH:31]=3)[C:8]([O:19][C:20]3[CH:25]=[CH:24][CH:23]=[C:22]([O:26][C:27]([F:30])([F:28])[F:29])[CH:21]=3)=[N:9][C:10]=2[N:11]([CH3:18])[C:12]1=[O:17])([CH3:41])([CH3:40])[CH3:39]. The catalyst class is: 18. (4) Reactant: S(=O)(=O)(O)O.[N+:6]([O-:9])(O)=[O:7].[C:10]1([C:16]2[CH:21]=[CH:20][N:19]=[CH:18][CH:17]=2)[CH:15]=[CH:14][CH:13]=[CH:12][CH:11]=1.[OH-].[Na+]. Product: [N+:6]([C:13]1[CH:12]=[CH:11][C:10]([C:16]2[CH:17]=[CH:18][N:19]=[CH:20][CH:21]=2)=[CH:15][CH:14]=1)([O-:9])=[O:7]. The catalyst class is: 33. (5) Product: [CH3:1][C:2]1[C:3]([CH2:8][O:9][C:10]2[CH:11]=[C:12]([CH:17]=[C:18]([O:20][C:21]3[CH:26]=[CH:25][C:24]([S:27]([CH3:30])(=[O:29])=[O:28])=[CH:23][CH:22]=3)[CH:19]=2)[C:13]([OH:15])=[O:14])=[N:4][CH:5]=[CH:6][CH:7]=1. The catalyst class is: 5. Reactant: [CH3:1][C:2]1[C:3]([CH2:8][O:9][C:10]2[CH:11]=[C:12]([CH:17]=[C:18]([O:20][C:21]3[CH:26]=[CH:25][C:24]([S:27]([CH3:30])(=[O:29])=[O:28])=[CH:23][CH:22]=3)[CH:19]=2)[C:13]([O:15]C)=[O:14])=[N:4][CH:5]=[CH:6][CH:7]=1.[OH-].[Na+].C1COCC1.Cl. (6) The catalyst class is: 18. Product: [C:13]([O:17][C:18]1[N:19]=[N:20][CH:21]=[C:22]([N:4]2[CH:5]=[CH:6][C:2]([I:1])=[N:3]2)[CH:23]=1)([CH3:16])([CH3:14])[CH3:15]. Reactant: [I:1][C:2]1[CH:6]=[CH:5][NH:4][N:3]=1.CC(C)([O-])C.[K+].[C:13]([O:17][C:18]1[N:19]=[N:20][CH:21]=[C:22](Cl)[CH:23]=1)([CH3:16])([CH3:15])[CH3:14].CCOC(C)=O. (7) Reactant: [CH3:1][O:2][C:3](=[O:15])[C:4]1[CH:9]=[CH:8][C:7]([N:10]([CH3:12])[CH3:11])=[C:6]([C:13]#[N:14])[CH:5]=1.Cl[CH2:17]Cl.C[O:20][S:21]([C:24]([F:27])([F:26])[F:25])(=[O:23])=[O:22]. Product: [F:25][C:24]([F:27])([F:26])[S:21]([O-:23])(=[O:22])=[O:20].[C:13]([C:6]1[CH:5]=[C:4]([C:3]([O:2][CH3:1])=[O:15])[CH:9]=[CH:8][C:7]=1[N+:10]([CH3:17])([CH3:11])[CH3:12])#[N:14]. The catalyst class is: 27. (8) Reactant: [Br:1][C:2]1[CH:3]=[C:4]2[C:8](=[CH:9][CH:10]=1)[NH:7][N:6]=[C:5]2[C:11]([OH:13])=O.C(Cl)(=O)C(Cl)=O.[CH2:20]([NH2:22])[CH3:21]. Product: [Br:1][C:2]1[CH:3]=[C:4]2[C:8](=[CH:9][CH:10]=1)[NH:7][N:6]=[C:5]2[C:11]([NH:22][CH2:20][CH3:21])=[O:13]. The catalyst class is: 120. (9) Reactant: [CH2:1]([NH:4][CH:5]1[CH2:14][C:13]2[CH:12]=[C:11]([C:15]#[N:16])[CH:10]=[CH:9][C:8]=2[CH2:7][CH2:6]1)[CH:2]=[CH2:3].[O:17](C(OC(C)(C)C)=O)[C:18]([O:20][C:21]([CH3:24])([CH3:23])[CH3:22])=O. Product: [CH2:1]([N:4]([CH:5]1[CH2:6][CH2:7][C:8]2[C:13](=[CH:12][C:11]([C:15]#[N:16])=[CH:10][CH:9]=2)[CH2:14]1)[C:18](=[O:17])[O:20][C:21]([CH3:24])([CH3:23])[CH3:22])[CH:2]=[CH2:3]. The catalyst class is: 2. (10) Reactant: [F:1][C:2]1[CH:3]=[C:4]([CH:7]=[CH:8][C:9]=1[F:10])[CH:5]=O.C(O[C:14](=[O:18])[CH2:15][C:16]#[N:17])C.[CH:19]1([NH:22][C:23]([NH2:25])=[NH:24])[CH2:21][CH2:20]1.Cl.C(=O)([O-])[O-].[K+].[K+]. Product: [C:16]([C:15]1[C:14](=[O:18])[NH:25][C:23]([NH:22][CH:19]2[CH2:21][CH2:20]2)=[N:24][C:5]=1[C:4]1[CH:7]=[CH:8][C:9]([F:10])=[C:2]([F:1])[CH:3]=1)#[N:17]. The catalyst class is: 8.